This data is from Reaction yield outcomes from USPTO patents with 853,638 reactions. The task is: Predict the reaction yield, written as a fraction of the theoretical maximum amount of product (1.0 means a 100% yield; for example, 0.34 means a 34% yield). The reactants are [Cl:1][C:2]1[CH:3]=[CH:4][C:5]([O:25][CH3:26])=[C:6]([C:8]2[C:12]([NH:13][C:14]([C:16]3[C:24]4[N:23]=[CH:22]N=CC=4NN=3)=[O:15])=[CH:11][NH:10][N:9]=2)[CH:7]=1.[C:27]([O:31][C:32](=[O:35])[CH2:33]Br)([CH3:30])([CH3:29])[CH3:28].C(=O)([O-])[O-].[Cs+].[Cs+].C(=O)([O-])[O-]. The catalyst is CCOC(C)=O.O. The product is [Cl:1][C:2]1[CH:3]=[CH:4][C:5]([O:25][CH3:26])=[C:6]([C:8]2[C:12]([NH:13][C:14]([C:16]3[CH:11]=[N:10][N:9]4[CH:8]=[CH:6][CH:22]=[N:23][C:24]=34)=[O:15])=[CH:11][N:10]([CH2:33][C:32]([O:31][C:27]([CH3:30])([CH3:29])[CH3:28])=[O:35])[N:9]=2)[CH:7]=1. The yield is 0.710.